This data is from Reaction yield outcomes from USPTO patents with 853,638 reactions. The task is: Predict the reaction yield, written as a fraction of the theoretical maximum amount of product (1.0 means a 100% yield; for example, 0.34 means a 34% yield). (1) The reactants are [F:1][C:2]([F:15])([F:14])[C:3]([NH:5][C:6]1[CH:11]=[CH:10][C:9]([O:12][CH3:13])=[CH:8][CH:7]=1)=O.P(Cl)(Cl)([Cl:18])=O.C(N(CC)CC)C.C(#N)C. The catalyst is C(OCC)(=O)C. The product is [CH3:13][O:12][C:9]1[CH:10]=[CH:11][C:6]([N:5]=[C:3]([Cl:18])[C:2]([F:15])([F:14])[F:1])=[CH:7][CH:8]=1. The yield is 0.825. (2) The reactants are [CH3:1][O:2][C:3](=[O:16])[C:4]1[CH:9]=[C:8]([N+:10]([O-:12])=[O:11])[CH:7]=[C:6]([N+:13]([O-])=O)[CH:5]=1.C(N(CC)CC)C.C(O)=O. The catalyst is CC#N.[Pd]. The product is [CH3:1][O:2][C:3](=[O:16])[C:4]1[CH:9]=[C:8]([N+:10]([O-:12])=[O:11])[CH:7]=[C:6]([NH2:13])[CH:5]=1. The yield is 0.590. (3) The reactants are Cl.[NH:2]1[CH2:5][CH:4]([NH:6][C:7](=[O:10])[CH:8]=[CH2:9])[CH2:3]1.O=[C:12]1[CH2:15][N:14]([C:16]([O:18][C:19]([CH3:22])([CH3:21])[CH3:20])=[O:17])[CH2:13]1.CCN(CC)CC.CC(O)=O.[BH-](OC(C)=O)(OC(C)=O)OC(C)=O.[Na+]. The catalyst is C(Cl)Cl.O. The product is [C:7]([NH:6][CH:4]1[CH2:5][N:2]([CH:12]2[CH2:13][N:14]([C:16]([O:18][C:19]([CH3:22])([CH3:21])[CH3:20])=[O:17])[CH2:15]2)[CH2:3]1)(=[O:10])[CH:8]=[CH2:9]. The yield is 0.310. (4) The reactants are [CH2:1]([O:3][C:4](=[O:21])[CH2:5][O:6][C:7]1[CH:12]=[CH:11][C:10]([NH:13][C:14]([O:16][C:17]([CH3:20])([CH3:19])[CH3:18])=[O:15])=[CH:9][CH:8]=1)[CH3:2].Cl[CH2:23][C:24]1[S:28][C:27]([C:29]2[CH:34]=[CH:33][C:32]([C:35]([F:38])([F:37])[F:36])=[CH:31][CH:30]=2)=[N:26][CH:25]=1.[H-].[Na+].OS([O-])(=O)=O.[K+].[CH3:47]C(N(C)C)=O. No catalyst specified. The product is [CH2:1]([O:3][C:4](=[O:21])[CH2:5][O:6][C:7]1[CH:12]=[CH:11][C:10]([N:13]([C:14]([O:16][C:17]([CH3:20])([CH3:19])[CH3:18])=[O:15])[CH2:23][C:24]2[S:28][C:27]([C:29]3[CH:34]=[CH:33][C:32]([C:35]([F:38])([F:37])[F:36])=[CH:31][CH:30]=3)=[N:26][C:25]=2[CH3:47])=[CH:9][CH:8]=1)[CH3:2]. The yield is 0.380. (5) The reactants are [CH2:1]([N:8]1[C:14](=O)[C:13]2[CH:16]=[CH:17][C:18]([O:20][C:21]3[CH:26]=[CH:25][C:24]([Cl:27])=[CH:23][CH:22]=3)=[N:19][C:12]=2[O:11][CH2:10][CH2:9]1)[C:2]1[CH:7]=[CH:6][CH:5]=[CH:4][CH:3]=1.[OH-].[Na+].[Cl-].[NH4+].O. The catalyst is C1COCC1.C(OCC)C. The product is [CH2:1]([N:8]1[CH2:14][C:13]2[CH:16]=[CH:17][C:18]([O:20][C:21]3[CH:22]=[CH:23][C:24]([Cl:27])=[CH:25][CH:26]=3)=[N:19][C:12]=2[O:11][CH2:10][CH2:9]1)[C:2]1[CH:7]=[CH:6][CH:5]=[CH:4][CH:3]=1. The yield is 0.420. (6) The reactants are [NH:1]1[CH2:6][CH2:5][C:4](=[CH:7][C:8]2[CH:9]=[C:10]([CH:23]=[CH:24][CH:25]=2)[O:11][C:12]2[CH:17]=[CH:16][C:15]([N:18]3[CH2:22][CH2:21][CH2:20][CH2:19]3)=[CH:14][N:13]=2)[CH2:3][CH2:2]1.[N:26]1[CH:31]=[CH:30][CH:29]=[C:28]([NH:32][C:33](=O)[O:34]C2C=CC=CC=2)[N:27]=1.C(N(CC)CC)C. The catalyst is CS(C)=O.O. The product is [N:18]1([C:15]2[CH:16]=[CH:17][C:12]([O:11][C:10]3[CH:9]=[C:8]([CH:25]=[CH:24][CH:23]=3)[CH:7]=[C:4]3[CH2:5][CH2:6][N:1]([C:33]([NH:32][C:28]4[N:27]=[N:26][CH:31]=[CH:30][CH:29]=4)=[O:34])[CH2:2][CH2:3]3)=[N:13][CH:14]=2)[CH2:19][CH2:20][CH2:21][CH2:22]1. The yield is 0.780. (7) The reactants are [CH3:1][C:2]1[CH:3]=[CH:4][C:5]2[N:6]([C:8]([CH2:18][NH:19][C:20](=[O:31])[C:21]3[CH:26]=[CH:25][C:24]([C:27]([F:30])([F:29])[F:28])=[CH:23][CH:22]=3)=[C:9]([C:11]3[CH:16]=[CH:15][C:14]([CH3:17])=[CH:13][CH:12]=3)[N:10]=2)[CH:7]=1.[H-].[Na+].[CH2:34](I)[CH3:35].[OH-].[Na+]. The catalyst is CN(C=O)C. The product is [CH2:34]([N:19]([CH2:18][C:8]1[N:6]2[CH:7]=[C:2]([CH3:1])[CH:3]=[CH:4][C:5]2=[N:10][C:9]=1[C:11]1[CH:16]=[CH:15][C:14]([CH3:17])=[CH:13][CH:12]=1)[C:20](=[O:31])[C:21]1[CH:26]=[CH:25][C:24]([C:27]([F:28])([F:30])[F:29])=[CH:23][CH:22]=1)[CH3:35]. The yield is 0.470. (8) The reactants are F[C:2]1[CH:15]=[CH:14][C:5]([C:6]([C:8]2[CH:13]=[CH:12][CH:11]=[CH:10][CH:9]=2)=[O:7])=[CH:4][CH:3]=1.[NH:16]([CH2:20][CH2:21][OH:22])[CH2:17][CH2:18][OH:19]. No catalyst specified. The product is [OH:19][CH2:18][CH2:17][N:16]([CH2:20][CH2:21][OH:22])[C:2]1[CH:15]=[CH:14][C:5]([C:6]([C:8]2[CH:13]=[CH:12][CH:11]=[CH:10][CH:9]=2)=[O:7])=[CH:4][CH:3]=1. The yield is 0.620. (9) The reactants are [C:1]([C:5]1[CH:9]=[C:8]([O:10]CC2C=CC(C(OC)=O)=CC=2)[N:7]([CH2:22][C:23]2[CH:32]=[CH:31][C:26]([C:27]([O:29][CH3:30])=[O:28])=[CH:25][CH:24]=2)[N:6]=1)([CH3:4])([CH3:3])[CH3:2]. The catalyst is [C].[Pd].O1CCCC1. The product is [C:1]([C:5]1[CH:9]=[C:8]([OH:10])[N:7]([CH2:22][C:23]2[CH:24]=[CH:25][C:26]([C:27]([O:29][CH3:30])=[O:28])=[CH:31][CH:32]=2)[N:6]=1)([CH3:4])([CH3:2])[CH3:3]. The yield is 0.810. (10) The reactants are C1(P(C2CCCCC2)C2CCCCC2)CCCCC1.Cl[C:21]1[CH:26]=[CH:25][C:24]([P:27](=[O:32])([O:30][CH3:31])[O:28][CH3:29])=[CH:23][CH:22]=1.[B:33]1([B:33]2[O:37][C:36]([CH3:39])([CH3:38])[C:35]([CH3:41])([CH3:40])[O:34]2)[O:37][C:36]([CH3:39])([CH3:38])[C:35]([CH3:41])([CH3:40])[O:34]1.C([O-])(=O)C.[K+]. The catalyst is O1CCOCC1. The product is [CH3:29][O:28][P:27]([C:24]1[CH:25]=[CH:26][C:21]([B:33]2[O:37][C:36]([CH3:39])([CH3:38])[C:35]([CH3:41])([CH3:40])[O:34]2)=[CH:22][CH:23]=1)(=[O:32])[O:30][CH3:31]. The yield is 0.480.